From a dataset of Forward reaction prediction with 1.9M reactions from USPTO patents (1976-2016). Predict the product of the given reaction. (1) Given the reactants C[O:2][C:3](=O)[C:4]1[CH:9]=[CH:8][C:7]([CH2:10][CH3:11])=[C:6]([C:12]([F:15])([F:14])[F:13])[CH:5]=1.[BH4-].[Li+].Cl, predict the reaction product. The product is: [CH2:10]([C:7]1[CH:8]=[CH:9][C:4]([CH2:3][OH:2])=[CH:5][C:6]=1[C:12]([F:13])([F:14])[F:15])[CH3:11]. (2) Given the reactants C([Li])CCC.I[C:7]1[CH:12]=[CH:11][C:10]([I:13])=[CH:9][CH:8]=1.[CH3:14][CH:15]([CH3:19])[C:16](=[O:18])[CH3:17].Cl, predict the reaction product. The product is: [I:13][C:10]1[CH:11]=[CH:12][C:7]([C:16]([OH:18])([CH:15]([CH3:19])[CH3:14])[CH3:17])=[CH:8][CH:9]=1. (3) Given the reactants C(OC(=O)[C:5]1[C:10]([OH:11])=[CH:9][C:8]([OH:12])=[N:7][C:6]=1[C:13]([F:16])([F:15])[F:14])C.N, predict the reaction product. The product is: [F:16][C:13]([F:14])([F:15])[C:6]1[N:7]=[C:8]([OH:12])[CH:9]=[C:10]([OH:11])[CH:5]=1. (4) The product is: [C:18]1([C:17]([C:11]2[CH:12]=[CH:13][CH:14]=[CH:15][CH:16]=2)=[CH:26][CH2:25][NH:9][CH2:8][CH:7]([C:1]2[CH:6]=[CH:5][CH:4]=[CH:3][CH:2]=2)[CH3:10])[CH:19]=[CH:20][CH:21]=[CH:22][CH:29]=1. Given the reactants [C:1]1([CH:7]([CH3:10])[CH2:8][NH2:9])[CH:6]=[CH:5][CH:4]=[CH:3][CH:2]=1.[C:11]1([C:17]2[CH:18]=[C:19](C=[CH:25][CH:26]=2)[CH:20]=[CH:21][CH:22]=O)[CH:16]=[CH:15][CH:14]=[CH:13][CH:12]=1.[BH4-].[Na+].[CH3:29]O, predict the reaction product. (5) Given the reactants [F:1][C:2]([F:16])([F:15])[C:3]1[CH:4]=[C:5]([C:9]2[NH:10][C:11](=O)[S:12][CH:13]=2)[CH:6]=[CH:7][CH:8]=1.P(Cl)(Cl)([Cl:19])=O, predict the reaction product. The product is: [Cl:19][C:11]1[S:12][CH:13]=[C:9]([C:5]2[CH:6]=[CH:7][CH:8]=[C:3]([C:2]([F:16])([F:15])[F:1])[CH:4]=2)[N:10]=1.